From a dataset of Full USPTO retrosynthesis dataset with 1.9M reactions from patents (1976-2016). Predict the reactants needed to synthesize the given product. (1) Given the product [N:24]12[CH2:29][CH2:28][CH:27]([CH2:26][CH2:25]1)[C@H:22]([NH:21][C:16]([C:14]1[CH:15]=[C:2]([Cl:1])[CH:3]=[C:4]3[O:8][C:7]([C:9]4[S:10][CH:11]=[CH:12][CH:13]=4)=[N:6][C:5]=13)=[O:18])[CH2:23]2, predict the reactants needed to synthesize it. The reactants are: [Cl:1][C:2]1[CH:3]=[C:4]2[O:8][C:7]([C:9]3[S:10][CH:11]=[CH:12][CH:13]=3)=[N:6][C:5]2=[C:14]([C:16]([OH:18])=O)[CH:15]=1.Cl.Cl.[NH2:21][C@H:22]1[CH:27]2[CH2:28][CH2:29][N:24]([CH2:25][CH2:26]2)[CH2:23]1.Cl.C(N=C=NCCCN(C)C)C.ON1C2C=CC=CC=2N=N1.C(N(CC)CC)C. (2) Given the product [Br:1][C:2]1[C:3]([F:19])=[CH:4][C:5]([N+:16]([O-:18])=[O:17])=[C:6]([NH:8][C:9]2[CH:14]=[CH:13][N:12]=[C:11]([NH2:21])[N:10]=2)[CH:7]=1, predict the reactants needed to synthesize it. The reactants are: [Br:1][C:2]1[C:3]([F:19])=[CH:4][C:5]([N+:16]([O-:18])=[O:17])=[C:6]([NH:8][C:9]2[CH:14]=[CH:13][N:12]=[C:11](Cl)[N:10]=2)[CH:7]=1.[OH-].[NH4+:21].[NH4+]. (3) Given the product [CH2:32]([S:39][C:26]1[CH:27]=[CH:28][C:23]([O:22][CH2:21][C@H:9]2[C@H:8]([C:5]3[CH:6]=[CH:7][C:2]([Cl:1])=[CH:3][CH:4]=3)[CH2:13][CH2:12][N:11]([C:14]([O:16][C:17]([CH3:20])([CH3:19])[CH3:18])=[O:15])[CH2:10]2)=[C:24]([C:30]#[N:31])[CH:25]=1)[C:33]1[CH:38]=[CH:37][CH:36]=[CH:35][CH:34]=1, predict the reactants needed to synthesize it. The reactants are: [Cl:1][C:2]1[CH:7]=[CH:6][C:5]([C@@H:8]2[CH2:13][CH2:12][N:11]([C:14]([O:16][C:17]([CH3:20])([CH3:19])[CH3:18])=[O:15])[CH2:10][C@H:9]2[CH2:21][O:22][C:23]2[CH:28]=[CH:27][C:26](I)=[CH:25][C:24]=2[C:30]#[N:31])=[CH:4][CH:3]=1.[CH2:32]([SH:39])[C:33]1[CH:38]=[CH:37][CH:36]=[CH:35][CH:34]=1.C(O)CO.C(=O)([O-])[O-].[K+].[K+]. (4) Given the product [C:26]([CH2:28][C:29]([N:17]([C:14]1[CH:13]=[CH:12][C:11]([C@H:8]2[CH2:7][CH2:6][C@H:5]([CH2:4][C:3]([O:2][CH3:1])=[O:25])[CH2:10][CH2:9]2)=[CH:16][CH:15]=1)[CH2:18][CH2:19][C:20]([O:22][CH2:23][CH3:24])=[O:21])=[O:30])#[N:27], predict the reactants needed to synthesize it. The reactants are: [CH3:1][O:2][C:3](=[O:25])[CH2:4][C@H:5]1[CH2:10][CH2:9][C@H:8]([C:11]2[CH:16]=[CH:15][C:14]([NH:17][CH2:18][CH2:19][C:20]([O:22][CH2:23][CH3:24])=[O:21])=[CH:13][CH:12]=2)[CH2:7][CH2:6]1.[C:26]([CH2:28][C:29](O)=[O:30])#[N:27].CN(C=O)C.C(N=C=NC(C)C)(C)C. (5) Given the product [C:1]([S:4][CH2:5][CH2:6][CH2:7][CH2:8][CH2:9][C:10]([O:12][CH2:19][C:20]1[CH:25]=[CH:24][CH:23]=[CH:22][CH:21]=1)=[O:11])(=[O:3])[CH3:2], predict the reactants needed to synthesize it. The reactants are: [C:1]([S:4][CH2:5][CH2:6][CH2:7][CH2:8][CH2:9][C:10]([OH:12])=[O:11])(=[O:3])[CH3:2].C([O-])([O-])=O.[K+].[K+].[CH2:19](Br)[C:20]1[CH:25]=[CH:24][CH:23]=[CH:22][CH:21]=1.C(OCC)(=O)C. (6) Given the product [F:30][C:31]([F:36])([F:35])[C:32]([O-:34])=[O:33].[CH:10]1[C:11]2[C:20]3[CH2:19][CH2:18][NH2+:17][CH2:16][C:15]=3[CH:14]=[N:13][C:12]=2[NH:8][N:9]=1, predict the reactants needed to synthesize it. The reactants are: COC1C=CC(C[N:8]2[C:12]3[N:13]=[CH:14][C:15]4[CH2:16][NH:17][CH2:18][CH2:19][C:20]=4[C:11]=3[CH:10]=[N:9]2)=CC=1.C1(C)C=CC=CC=1.[F:30][C:31]([F:36])([F:35])[C:32]([OH:34])=[O:33]. (7) Given the product [NH2:24][CH:21]1[CH2:22][CH2:23][N:18]([C:16]2[C:15]3[C:10](=[CH:11][C:12]([CH3:32])=[CH:13][CH:14]=3)[N:9]=[C:8]([C:3]3[CH:4]=[CH:5][CH:6]=[CH:7][C:2]=3[OH:1])[N:17]=2)[CH2:19][CH2:20]1, predict the reactants needed to synthesize it. The reactants are: [OH:1][C:2]1[CH:7]=[CH:6][CH:5]=[CH:4][C:3]=1[C:8]1[N:17]=[C:16]([N:18]2[CH2:23][CH2:22][CH:21]([NH:24]C(=O)OC(C)(C)C)[CH2:20][CH2:19]2)[C:15]2[C:10](=[CH:11][C:12]([CH3:32])=[CH:13][CH:14]=2)[N:9]=1.FC(F)(F)C(O)=O.